This data is from Full USPTO retrosynthesis dataset with 1.9M reactions from patents (1976-2016). The task is: Predict the reactants needed to synthesize the given product. (1) The reactants are: [F:1][C:2]1[CH:7]=[CH:6][CH:5]=[C:4]([F:8])[C:3]=1[C:9]1[N:13]([CH3:14])[N:12]=[C:11]([CH3:15])[CH:10]=1.[I:16]N1C(=O)CCC1=O. Given the product [F:8][C:4]1[CH:5]=[CH:6][CH:7]=[C:2]([F:1])[C:3]=1[C:9]1[N:13]([CH3:14])[N:12]=[C:11]([CH3:15])[C:10]=1[I:16], predict the reactants needed to synthesize it. (2) Given the product [CH:1]1[C:13]2[N:12]([C:14]3[CH:15]=[C:16]([CH:17]=[CH:18][CH:19]=3)[NH2:23])[C:11]3[C:6](=[CH:7][CH:8]=[CH:9][CH:10]=3)[C:5]=2[CH:4]=[CH:3][CH:2]=1, predict the reactants needed to synthesize it. The reactants are: [CH:1]1[C:13]2[N:12]([C:14]3[CH:15]=[C:16](Br)[CH:17]=[CH:18][CH:19]=3)[C:11]3[C:6](=[CH:7][CH:8]=[CH:9][CH:10]=3)[C:5]=2[CH:4]=[CH:3][CH:2]=1.N#N.[NH2:23]C1C=CC=CC=1.